Dataset: Full USPTO retrosynthesis dataset with 1.9M reactions from patents (1976-2016). Task: Predict the reactants needed to synthesize the given product. Given the product [C:42]1([S:52]([O:1][C:2]2[CH:10]=[CH:9][C:8]([C:11]3[N:12]([C:27]([O:29][C:30]([CH3:31])([CH3:33])[CH3:32])=[O:28])[C:13]4[C:18]([CH:19]=3)=[CH:17][C:16]([CH2:20][N:21]3[CH2:26][CH2:25][CH2:24][CH2:23][CH2:22]3)=[CH:15][CH:14]=4)=[C:7]3[C:3]=2[CH2:4][NH:5][C:6]3=[O:34])(=[O:54])=[O:53])[C:51]2[C:46](=[CH:47][CH:48]=[CH:49][CH:50]=2)[CH:45]=[CH:44][CH:43]=1, predict the reactants needed to synthesize it. The reactants are: [OH:1][C:2]1[CH:10]=[CH:9][C:8]([C:11]2[N:12]([C:27]([O:29][C:30]([CH3:33])([CH3:32])[CH3:31])=[O:28])[C:13]3[C:18]([CH:19]=2)=[CH:17][C:16]([CH2:20][N:21]2[CH2:26][CH2:25][CH2:24][CH2:23][CH2:22]2)=[CH:15][CH:14]=3)=[C:7]2[C:3]=1[CH2:4][NH:5][C:6]2=[O:34].C(N(CC)CC)C.[C:42]1([S:52](Cl)(=[O:54])=[O:53])[C:51]2[C:46](=[CH:47][CH:48]=[CH:49][CH:50]=2)[CH:45]=[CH:44][CH:43]=1.